This data is from Experimentally validated miRNA-target interactions with 360,000+ pairs, plus equal number of negative samples. The task is: Binary Classification. Given a miRNA mature sequence and a target amino acid sequence, predict their likelihood of interaction. (1) The miRNA is mmu-miR-1187 with sequence UAUGUGUGUGUGUAUGUGUGUAA. The protein sequence of the target gene is MSGKSLLLKVILLGDGGVGKSSLMNRYVTNKFDSQAFHTIGVEFLNRDLEVDGRFVTLQIWDTAGQERFKSLRTPFYRGADCCLLTFSVDDRQSFENLGNWQKEFIYYADVKDPDHFPFVVLGNKVDKEDRQVTTEEAQAWCMENGNYPYLETSAKDDTNVTVAFEEAVRQVLAVEEQLEHCMLGHTIDLNSGSKASSSCC. Result: 1 (interaction). (2) The miRNA is hsa-miR-6875-3p with sequence AUUCUUCCUGCCCUGGCUCCAU. The protein sequence of the target gene is MGAAPSPTQASSRGGGPGPPAPTRAVSSSSRARGGALSALGPSPARPLTTSPAPAPPPRSRPARQQPDPQCWEKRGGAGGDTKGGAAGPGPGRLRGMDAEYPAFEPPLCSELKHLCRRLREAYRELKEDLTPFKDDRYYRLAPMRLYTLSKRHFVLVFVVFFICFGLTIFVGIRGPKVIQTSAANFSLNNSKKLKPIQILSNPLSTYNQQLWLTCVVELDQSKETSIKTSFPMTVKVDGVAQDGTTMYIHNKVHNRTRTLTCAGKCAEIIVAHLGYLNYTQYTVIVGFEHLKLPIKGMNF.... Result: 1 (interaction). (3) The miRNA is mmu-miR-669i with sequence UGCAUAUACACACAUGCAUAC. The protein sequence of the target gene is MGCRDVHAATVLSFLCGIASVAGLFAGTLLPNWRKLRLITFNRNEKNLTIYTGLWVKCARYDGSSDCLMYDRTWYLSVDQLDLRVLQFALPLSIVIAMGALLLCLIGMCNTAFNSSVPNIKLAKCLVNSAGCHLVAGLLFFLAGTVSLSPSIWAIFYNSHLNRKFEPVFTFDYAVFVTIASSGGLFMTALLLFVWYCACKSLSSPFWQPLYSHAPGMHTYSQPYSSRSRLSAIEIDIPVVSHST. Result: 0 (no interaction). (4) The miRNA is hsa-miR-6825-3p with sequence GCGCUGACCCGCCUUCUCCGCA. The protein sequence of the target gene is MADGKAGEEKPEKPQRAGAAGGPEEEAEKPVKTKTVSSSNGGESSSRSAEKRSAEDEAADLPTKPTKMSKFGFAIGSQTARKASAISIRLGASKPKETVPTLAPKTLSVAAAFNEDEDSEPEEMPPEAKMRMKNIGRDTPTSAGPNSFNKGKHGFSDNQKLWERNIKSHLGNVHDQDN. Result: 0 (no interaction). (5) The miRNA is hsa-miR-222-3p with sequence AGCUACAUCUGGCUACUGGGU. The protein sequence of the target gene is MAARRGRRDGVAPPPSGGPGPDPGGGARGSGWGSRSQAPYGTLGAVSGGEQVLLHEEAGDSGFVSLSRLGPSLRDKDLEMEELMLQDETLLGTMQSYMDASLISLIEDFGSLGESRLSLEDQNEVSLLTALTEILDNADSENLSPFDSIPDSELLVSPREGSSLHKLLTLSRTPPERDLITPVDPLGPSTGSSRGSGVEMSLPDPSWDFSPPSFLETSSPKLPSWRPPRSRPRWGQSPPPQQRSDGEEEEEVASFSGQILAGELDNCVSSIPDFPMHLACPEEEDKATAAEMAVPAAGDE.... Result: 1 (interaction). (6) The miRNA is hsa-miR-5703 with sequence AGGAGAAGUCGGGAAGGU. The protein sequence of the target gene is MSVDEKPDSPMYVYESTVHCTNILLGLNDQRKKDILCDVTLIVERKEFRAHRAVLAACSEYFWQALVGQTKNDLVVSLPEEVTARGFGPLLQFAYTAKLLLSRENIREVIRCAEFLRMHNLEDSCFSFLQTQLLNSEDGLFVCRKDAACQRPHEDCENSAGEEEDEEEETMDSETAKMACPRDQMLPEPISFEAAAIPVAEKEEALLPEPDVPTDTKESSEKDALTQYPRYKKYQLACTKNVYNASSHSTSGFASTFREDNSSNSLKPGLARGQIKSEPPSEENEEESITLCLSGDEPDA.... Result: 1 (interaction). (7) The miRNA is hsa-miR-3974 with sequence AAAGGUCAUUGUAAGGUUAAUGC. The protein sequence of the target gene is MSSLGASFVQIKFDDLQFFENCGGGSFGSVYRAKWISQDKEVAVKKLLKIEKEAEILSVLSHRNIIQFYGVILEPPNYGIVTEYASLGSLYDYINSNRSEEMDMDHIMTWATDVAKGMHYLHMEAPVKVIHRDLKSRNVVIAADGVLKICDFGASRFHNHTTHMSLVGTFPWMAPEVIQSLPVSETCDTYSYGVVLWEMLTREVPFKGLEGLQVAWLVVEKNERLTIPSSCPRSFAELLHQCWEADAKKRPSFKQIISILESMSNDTSLPDKCNSFLHNKAEWRCEIEATLERLKKLERD.... Result: 0 (no interaction).